Dataset: Forward reaction prediction with 1.9M reactions from USPTO patents (1976-2016). Task: Predict the product of the given reaction. (1) Given the reactants [NH2:1][C:2]1[CH:3]=[C:4]([CH:7]=[CH:8][C:9]=1[NH2:10])[C:5]#[N:6].[C:11](N1C=CN=C1)(N1C=CN=C1)=[O:12], predict the reaction product. The product is: [C:5]([C:4]1[CH:7]=[CH:8][C:9]2[NH:10][C:11](=[O:12])[NH:1][C:2]=2[CH:3]=1)#[N:6]. (2) Given the reactants [CH3:1][C:2]1[C:7]([NH:8][C:9]2[N:14]=[CH:13][CH:12]=[CH:11][C:10]=2[C:15]([OH:17])=[O:16])=[CH:6][CH:5]=[CH:4][C:3]=1[C:18]([F:21])([F:20])[F:19].CNC[C@H](O)[C@@H](O)[C@H](O)[C@H](O)CO, predict the reaction product. The product is: [CH3:1][C:2]1[C:7]([NH:8][C:9]2[N:14]=[CH:13][CH:12]=[CH:11][C:10]=2[C:15]([OH:17])=[O:16])=[CH:6][CH:5]=[CH:4][C:3]=1[C:18]([F:20])([F:19])[F:21]. (3) Given the reactants [Cl:1][C:2]1[CH:8]=[CH:7][C:5]([NH2:6])=[CH:4][C:3]=1[B:9]1[O:13][C:12]([CH3:15])([CH3:14])[C:11]([CH3:17])([CH3:16])[O:10]1.[Cl:18][C:19]1[CH:27]=[C:26]([S:28]([CH3:31])(=[O:30])=[O:29])[CH:25]=[CH:24][C:20]=1[C:21](O)=[O:22].C(N(CC)C(C)C)(C)C.F[B-](F)(F)F.N1(OC(N(C)C)=[N+](C)C)C2C=CC=CC=2N=N1, predict the reaction product. The product is: [Cl:18][C:19]1[CH:27]=[C:26]([S:28]([CH3:31])(=[O:30])=[O:29])[CH:25]=[CH:24][C:20]=1[C:21]([NH:6][C:5]1[CH:7]=[CH:8][C:2]([Cl:1])=[C:3]([B:9]2[O:13][C:12]([CH3:15])([CH3:14])[C:11]([CH3:17])([CH3:16])[O:10]2)[CH:4]=1)=[O:22]. (4) The product is: [Br:1][C:2]1[N:3]=[C:4]([S:15][CH3:14])[C:5]2[N:6]([CH:8]=[CH:9][N:10]=2)[CH:7]=1. Given the reactants [Br:1][C:2]1[N:3]=[C:4](Br)[C:5]2[N:6]([CH:8]=[CH:9][N:10]=2)[CH:7]=1.CO.[CH3:14][S-:15].[Na+], predict the reaction product.